This data is from Catalyst prediction with 721,799 reactions and 888 catalyst types from USPTO. The task is: Predict which catalyst facilitates the given reaction. Reactant: [Cl:1][C:2]1[CH:7]=[C:6]([CH2:8]O)[CH:5]=[C:4]([NH:10][C:11]2[CH:16]=[C:15]([C:17]3[CH:22]=[CH:21][C:20]([F:23])=[CH:19][C:18]=3[O:24][CH3:25])[C:14]([F:26])=[CH:13][N:12]=2)[N:3]=1.S(Cl)([Cl:29])=O. Product: [Cl:1][C:2]1[N:3]=[C:4]([NH:10][C:11]2[CH:16]=[C:15]([C:17]3[CH:22]=[CH:21][C:20]([F:23])=[CH:19][C:18]=3[O:24][CH3:25])[C:14]([F:26])=[CH:13][N:12]=2)[CH:5]=[C:6]([CH2:8][Cl:29])[CH:7]=1. The catalyst class is: 3.